From a dataset of Peptide-MHC class II binding affinity with 134,281 pairs from IEDB. Regression. Given a peptide amino acid sequence and an MHC pseudo amino acid sequence, predict their binding affinity value. This is MHC class II binding data. (1) The peptide sequence is VDFQKTVKVTGVTTQGVKSL. The MHC is DRB1_0401 with pseudo-sequence DRB1_0401. The binding affinity (normalized) is 0. (2) The peptide sequence is MAFLRSVSRLAAAVF. The MHC is HLA-DPA10201-DPB10101 with pseudo-sequence HLA-DPA10201-DPB10101. The binding affinity (normalized) is 0.380. (3) The peptide sequence is ASEVFKAVEAYLVAH. The MHC is HLA-DQA10401-DQB10402 with pseudo-sequence HLA-DQA10401-DQB10402. The binding affinity (normalized) is 0.493. (4) The peptide sequence is TVWEQILNTWLVKPG. The MHC is DRB1_0701 with pseudo-sequence DRB1_0701. The binding affinity (normalized) is 0.514. (5) The peptide sequence is ASEGAVDIINRWQVV. The MHC is HLA-DQA10201-DQB10202 with pseudo-sequence HLA-DQA10201-DQB10202. The binding affinity (normalized) is 0.221.